Dataset: Reaction yield outcomes from USPTO patents with 853,638 reactions. Task: Predict the reaction yield, written as a fraction of the theoretical maximum amount of product (1.0 means a 100% yield; for example, 0.34 means a 34% yield). (1) The reactants are [CH:1]1([C:7]([CH:9]([C:13]2[CH:18]=[CH:17][CH:16]=[CH:15][CH:14]=2)[CH2:10][CH:11]=O)=[O:8])[CH2:6][CH2:5][CH2:4][CH2:3][CH2:2]1.[CH3:19][O:20][C:21]1[CH:26]=[CH:25][CH:24]=[CH:23][C:22]=1[N:27]1[CH2:32][CH2:31][NH:30][CH2:29][CH2:28]1.[Na]. No catalyst specified. The product is [CH3:19][O:20][C:21]1[CH:26]=[CH:25][CH:24]=[CH:23][C:22]=1[N:27]1[CH2:32][CH2:31][N:30]([CH2:11][CH2:10][CH:9]([C:7]([CH:1]2[CH2:6][CH2:5][CH2:4][CH2:3][CH2:2]2)=[O:8])[C:13]2[CH:18]=[CH:17][CH:16]=[CH:15][CH:14]=2)[CH2:29][CH2:28]1. The yield is 0.790. (2) The reactants are [Cl:1][C:2]1[CH:7]=[C:6]([NH:8][C:9]2[CH:10]=[C:11]([CH:15]=[CH:16][CH:17]=2)C(O)=O)[C:5]([Cl:18])=[CH:4][N:3]=1.CN(C)CCCN=C=NCC.ON1C2C=CC=CC=2N=N1.[O:40]([CH3:42])[NH2:41].[CH3:43][O:44]N.C(N(C(C)C)CC)(C)C.C([O-])(O)=O.[Na+]. The catalyst is CN(C)C=O.C(Cl)Cl. The product is [Cl:1][C:2]1[CH:7]=[C:6]([NH:8][C:9]2[CH:17]=[CH:16][CH:15]=[CH:11][C:10]=2[C:43]([NH:41][O:40][CH3:42])=[O:44])[C:5]([Cl:18])=[CH:4][N:3]=1. The yield is 0.580. (3) The reactants are Cl[C:2]1[N:7]=[CH:6][N:5]=[C:4]([NH:8][C@H:9]2[CH2:13][C@H:12]([OH:14])[C@H:11]([CH2:15][OH:16])[CH2:10]2)[CH:3]=1.ClC1N=CN=C(N[C@H]2C[C@@H]3OC(C4C=CC(OC)=CC=4)OC[C@@H]3C2)C=1.[NH2:42][C@@H:43]1[C:51]2[C:46](=[CH:47][CH:48]=[CH:49][CH:50]=2)[CH2:45][CH2:44]1. The catalyst is C(O)CCC. The product is [C@@H:43]1([NH:42][C:2]2[N:7]=[CH:6][N:5]=[C:4]([NH:8][C@H:9]3[CH2:13][C@H:12]([OH:14])[C@H:11]([CH2:15][OH:16])[CH2:10]3)[CH:3]=2)[C:51]2[C:46](=[CH:47][CH:48]=[CH:49][CH:50]=2)[CH2:45][CH2:44]1. The yield is 0.630. (4) The reactants are [NH2:1][C:2]1[CH:3]=[C:4]([CH2:9][C:10]([N:12]([CH3:14])[CH3:13])=[O:11])[CH:5]=[CH:6][C:7]=1[NH2:8].[N:15]#[C:16]Br. The catalyst is C(O)C.O. The product is [NH2:15][C:16]1[NH:8][C:7]2[CH:6]=[CH:5][C:4]([CH2:9][C:10]([N:12]([CH3:13])[CH3:14])=[O:11])=[CH:3][C:2]=2[N:1]=1. The yield is 0.450. (5) The reactants are [CH3:1][O:2][C:3](=[O:22])[C:4]1[CH:9]=[C:8]([O:10][CH2:11][C:12]2[CH:17]=[CH:16][CH:15]=[CH:14][CH:13]=2)[CH:7]=[CH:6][C:5]=1[C:18]#[C:19][CH2:20][OH:21].N1C=CN=C1.[CH3:28][C:29]([Si:32](Cl)([CH3:34])[CH3:33])([CH3:31])[CH3:30]. The catalyst is C(Cl)Cl. The product is [CH3:1][O:2][C:3](=[O:22])[C:4]1[CH:9]=[C:8]([O:10][CH2:11][C:12]2[CH:13]=[CH:14][CH:15]=[CH:16][CH:17]=2)[CH:7]=[CH:6][C:5]=1[C:18]#[C:19][CH2:20][O:21][Si:32]([C:29]([CH3:31])([CH3:30])[CH3:28])([CH3:34])[CH3:33]. The yield is 0.810. (6) The reactants are [Cl-].[Ca+2].[Cl-].[BH4-].[Na+].C(O)C.[C:9]([C:11]1[CH:16]=[CH:15][CH:14]=[CH:13][C:12]=1[C:17]1[CH:22]=[CH:21][C:20]([CH2:23][C:24]2[C:25](=[O:48])[N:26]([CH:36]3[CH2:41][CH2:40][C:39](=[CH:42][C:43](OCC)=[O:44])[CH2:38][CH2:37]3)[C:27]3[N:28]([N:33]=[CH:34][N:35]=3)[C:29]=2[CH2:30][CH2:31][CH3:32])=[CH:19][CH:18]=1)#[N:10]. The yield is 0.490. The catalyst is O1CCCC1. The product is [OH:44][CH2:43][CH:42]=[C:39]1[CH2:40][CH2:41][CH:36]([N:26]2[C:25](=[O:48])[C:24]([CH2:23][C:20]3[CH:21]=[CH:22][C:17]([C:12]4[C:11]([C:9]#[N:10])=[CH:16][CH:15]=[CH:14][CH:13]=4)=[CH:18][CH:19]=3)=[C:29]([CH2:30][CH2:31][CH3:32])[N:28]3[N:33]=[CH:34][N:35]=[C:27]23)[CH2:37][CH2:38]1.